This data is from Choline transporter screen with 302,306 compounds. The task is: Binary Classification. Given a drug SMILES string, predict its activity (active/inactive) in a high-throughput screening assay against a specified biological target. The compound is S(=O)(=O)(N1CCCCCC1)c1cc(c(OC)cc1)C(=O)Nc1ncc(cc1)C. The result is 0 (inactive).